From a dataset of Full USPTO retrosynthesis dataset with 1.9M reactions from patents (1976-2016). Predict the reactants needed to synthesize the given product. (1) Given the product [CH2:1]([O:19][C@H:20]1[C@H:24]([O:25][CH2:26][CH2:27][CH2:28][CH2:29][CH2:30][CH2:31][CH2:32][CH2:33]/[CH:34]=[CH:35]\[CH2:36]/[CH:37]=[CH:38]\[CH2:39][CH2:40][CH2:41][CH2:42][CH3:43])[CH2:23][N:22]([CH2:44][CH2:45][C:46]([NH2:56])=[O:48])[CH2:21]1)[CH2:2][CH2:3][CH2:4][CH2:5][CH2:6][CH2:7][CH2:8]/[CH:9]=[CH:10]\[CH2:11]/[CH:12]=[CH:13]\[CH2:14][CH2:15][CH2:16][CH2:17][CH3:18], predict the reactants needed to synthesize it. The reactants are: [CH2:1]([O:19][C@H:20]1[C@H:24]([O:25][CH2:26][CH2:27][CH2:28][CH2:29][CH2:30][CH2:31][CH2:32][CH2:33]/[CH:34]=[CH:35]\[CH2:36]/[CH:37]=[CH:38]\[CH2:39][CH2:40][CH2:41][CH2:42][CH3:43])[CH2:23][N:22]([CH2:44][CH2:45][C:46]([OH:48])=O)[CH2:21]1)[CH2:2][CH2:3][CH2:4][CH2:5][CH2:6][CH2:7][CH2:8]/[CH:9]=[CH:10]\[CH2:11]/[CH:12]=[CH:13]\[CH2:14][CH2:15][CH2:16][CH2:17][CH3:18].F[P-](F)(F)(F)(F)F.[N:56]1(OC(N(C)C)=[N+](C)C)C2N=CC=CC=2N=N1.C(N(C(C)C)CC)(C)C.CO.N. (2) Given the product [CH2:1]([N:8]1[CH2:13][CH2:12][C@H:11]([N:21]2[CH2:26][CH2:25][NH:24][CH2:23][CH2:22]2)[C@H:10]([C:15]2[CH:20]=[CH:19][CH:18]=[CH:17][CH:16]=2)[CH2:9]1)[C:2]1[CH:7]=[CH:6][CH:5]=[CH:4][CH:3]=1, predict the reactants needed to synthesize it. The reactants are: [CH2:1]([N:8]1[CH2:13][CH2:12][C:11](=O)[CH:10]([C:15]2[CH:20]=[CH:19][CH:18]=[CH:17][CH:16]=2)[CH2:9]1)[C:2]1[CH:7]=[CH:6][CH:5]=[CH:4][CH:3]=1.[NH:21]1[CH2:26][CH2:25][NH:24][CH2:23][CH2:22]1.C([BH3-])#N.[Na+].[OH-].[Na+]. (3) Given the product [C:44]([OH:51])(=[O:50])/[CH:45]=[CH:46]\[C:47]([OH:49])=[O:48].[C:44]([OH:51])(=[O:50])/[CH:45]=[CH:46]\[C:47]([OH:49])=[O:48].[C:44]([OH:51])(=[O:50])/[CH:45]=[CH:46]\[C:47]([OH:49])=[O:48].[NH2:1][C:2]1[N:7]=[CH:6][N:5]=[C:4]2[N:8]([C@H:31]3[CH2:32][CH2:33][C@H:34]([N:37]4[CH2:38][CH2:39][N:40]([CH3:43])[CH2:41][CH2:42]4)[CH2:35][CH2:36]3)[N:9]=[C:10]([C:11]3[CH:16]=[CH:15][C:14]([NH:17][C:18]([C@H:20]4[CH2:22][C@@H:21]4[C:23]4[CH:24]=[CH:25][CH:26]=[CH:27][CH:28]=4)=[O:19])=[C:13]([O:29][CH3:30])[CH:12]=3)[C:3]=12, predict the reactants needed to synthesize it. The reactants are: [NH2:1][C:2]1[N:7]=[CH:6][N:5]=[C:4]2[N:8]([C@H:31]3[CH2:36][CH2:35][C@H:34]([N:37]4[CH2:42][CH2:41][N:40]([CH3:43])[CH2:39][CH2:38]4)[CH2:33][CH2:32]3)[N:9]=[C:10]([C:11]3[CH:16]=[CH:15][C:14]([NH:17][C:18]([C@H:20]4[CH2:22][C@@H:21]4[C:23]4[CH:28]=[CH:27][CH:26]=[CH:25][CH:24]=4)=[O:19])=[C:13]([O:29][CH3:30])[CH:12]=3)[C:3]=12.[C:44]([OH:51])(=[O:50])/[CH:45]=[CH:46]\[C:47]([OH:49])=[O:48]. (4) Given the product [C:11]1([CH:17]([NH2:18])[CH2:21][NH2:20])[CH:16]=[CH:15][CH:14]=[CH:13][CH:12]=1, predict the reactants needed to synthesize it. The reactants are: C1(C)C=CC(S(O)=O)=CC=1.[C:11]1([C:17]2[CH:21]=[N:20]C(=S)[N:18]=2)[CH:16]=[CH:15][CH:14]=[CH:13][CH:12]=1.C(=O)C1C=CC=CC=1.[N+](C=CC1C=CC=CC=1)([O-])=O.CON. (5) The reactants are: [I:1]Cl.[C:3]([C:7]1[C:8]([O:24][CH2:25][CH:26]([F:28])[F:27])=[C:9]([C:17]([CH3:23])=[CH:18][Si](C)(C)C)[CH:10]=[C:11]([C:13]([CH3:16])([CH3:15])[CH3:14])[CH:12]=1)([CH3:6])([CH3:5])[CH3:4].S([O-])([O-])(=O)=O.[Na+].[Na+]. Given the product [C:3]([C:7]1[CH:12]=[C:11]([C:13]([CH3:16])([CH3:15])[CH3:14])[CH:10]=[C:9]([C:17]([CH3:23])=[CH:18][I:1])[C:8]=1[O:24][CH2:25][CH:26]([F:28])[F:27])([CH3:6])([CH3:5])[CH3:4], predict the reactants needed to synthesize it.